This data is from Retrosynthesis with 50K atom-mapped reactions and 10 reaction types from USPTO. The task is: Predict the reactants needed to synthesize the given product. (1) Given the product Cc1cc(/C(C[C@H](c2ccc(C3=CCN(S(C)(=O)=O)CC3)cc2)c2ccccc2C)=N/O)ccn1, predict the reactants needed to synthesize it. The reactants are: Cc1cc(C(=O)C[C@H](c2ccc(C3=CCN(S(C)(=O)=O)CC3)cc2)c2ccccc2C)ccn1.NO. (2) The reactants are: CC(C)(C)c1ccc(-c2noc(CCl)n2)cc1.NC12CC3CC(CC(C3)C1)C2. Given the product CC(C)(C)c1ccc(-c2noc(CNC34CC5CC(CC(C5)C3)C4)n2)cc1, predict the reactants needed to synthesize it.